From a dataset of Experimentally validated miRNA-target interactions with 360,000+ pairs, plus equal number of negative samples. Binary Classification. Given a miRNA mature sequence and a target amino acid sequence, predict their likelihood of interaction. (1) The miRNA is hsa-miR-5683 with sequence UACAGAUGCAGAUUCUCUGACUUC. The protein sequence of the target gene is MPGHNTSRNSSCDPIVTPHLISLYFIVLIGGLVGVISILFLLVKMNTRSVTTMAVINLVVVHSVFLLTVPFRLTYLIKKTWMFGLPFCKFVSAMLHIHMYLTFLFYVVILVTRYLIFFKCKDKVEFYRKLHAVAASAGMWTLVIVIVVPLVVSRYGIHEEYNEEHCFKFHKELAYTYVKIINYMIVIFVIAVAVILLVFQVFIIMLMVQKLRHSLLSHQEFWAQLKNLFFIGVILVCFLPYQFFRIYYLNVVTHSNACNSKVAFYNEIFLSVTAISCYDLLLFVFGGSHWFKQKIIGLWN.... Result: 1 (interaction). (2) The miRNA is mmu-miR-1843b-3p with sequence CCGAUCGUUCCCCUCCAUAC. The protein sequence of the target gene is MSHHWGYSKHNGPENWHKDFPIANGDRQSPVDIDTATAQHDPALQPLLISYDKAASKSIVNNGHSFNVEFDDSQDNAVLKGGPLSDSYRLIQFHFHWGSSDGQGSEHTVNKKKYAAELHLVHWNTKYGDFGKAVQQPDGLAVLGIFLKIGPASQGLQKVLEALHSIKTKGKRAAFANFDPCSLLPGNLDYWTYPGSLTTPPLLECVTWIVLREPITVSSEQMSHFRTLNFNEEGDAEEAMVDNWRPAQPLKNRKIKASFK. Result: 0 (no interaction). (3) The miRNA is hsa-miR-3689b-3p with sequence CUGGGAGGUGUGAUAUUGUGGU. The protein sequence of the target gene is MATVAELKAVLKDTLEKKGVLGHLKARIRAEVFNALDDDREPRPSLSHENLLINELIREYLEFNKYKYTASVLIAESGQPVVPLDRQFLIHELNAFEESKDNTIPLLYGILAHFLRGTKDGIQNAFLKGPSLQPSDPSLGRQPSRRKPMDDHLRKEEQKSTNIEDLHVSQAVNR. Result: 1 (interaction). (4) The miRNA is mmu-miR-377-3p with sequence AUCACACAAAGGCAACUUUUGU. The protein sequence of the target gene is MPKRKKQDQPPPLPQQQQHLALSERDEPGDEEDERPMGPPSLLGPPPMANGKPGDPKSAFHRGPPGSRGRMIPPLLSLPPPPRGRGYIRGGLGPRSSPYGRGWWGINAEPPFPGPGHGGPSRESFYKEARNPRRLRSWSLVKNTYPPKDSPQMMEDKSDRPVCRHFSKKGHCRYEDHCAFYHPGVNGPPL. Result: 1 (interaction). (5) The miRNA is hsa-miR-610 with sequence UGAGCUAAAUGUGUGCUGGGA. The protein sequence of the target gene is MTTFGAVAEWRLPSLRRATLWIPQWFAKKAIFNSPLEAAMAFPHLQQPSFLLASLKADSINKPFAQQCQDLVKVIEDFPAKELHTIFPWLVESIFGSLDGVLVGWNLRCLQGRVNPVEYSIVMEFLDPGGPMMKLVYKLQAEDYKFDFPVSYLPGPVKASIQECILPDSPLYHNKVQFTPTGGLGLNLALNPFEYYIFFFALSLITQKPLPVSLHVRTSDCAYFILVDRYLSWFLPTEGSVPPPLSSSPGGTSPSPPPRTPAIPFASYGLHHTSLLKRHISHQTSVNADPASHEIWRSET.... Result: 0 (no interaction). (6) The miRNA is mmu-miR-1843a-3p with sequence UCUGAUCGUUCACCUCCAUACA. The protein sequence of the target gene is MKEHIIYQKLYGLILMSSFIFLSDTLSLKGKKLDFFGRGDTYVSLIDTIPELSRFTACIDLVFMDDNSRYWMAFSYITNNALLGREDIDLGLAGDHQQLILYRLGKTFSIRHHLASFQWHTICLIWDGVKGKLELFLNKERILEVTDQPHNLTPHGTLFLGHFLKNESSEVKSMMRSFPGSLYYFQLWDHILENEEFMKCLDGNIVSWEEDVWLVNKIIPTVDRTLRCFVPENMTIQEKSTTVSQQIDMTTPSQITGVKPQNTAHSSTLLSQSIPIFATDYTTISYSNTTSPPLETMTAQ.... Result: 0 (no interaction). (7) The miRNA is hsa-miR-4749-5p with sequence UGCGGGGACAGGCCAGGGCAUC. The protein sequence of the target gene is MLDMSEARSQPPCSPSGTASSMSHVEDSDSDAPPSPAGSEGLGRAGVAVGGARGDPAEAADERFPACIRDAVSQVLKGYDWSLVPMPVRGGGGGALKAKPHVKRPMNAFMVWAQAARRKLADQYPHLHNAELSKTLGKLWRLLSESEKRPFVEEAERLRVQHKKDHPDYKYQPRRRKSAKAGHSDSDSGAELGPHPGGGAVYKAEAGLGDGHHHGDHTGQTHGPPTPPTTPKTELQQAGAKPELKLEGRRPVDSGRQNIDFSNVDISELSSEVMGTMDAFDVHEFDQYLPLGGPAPPEPG.... Result: 0 (no interaction).